Dataset: Full USPTO retrosynthesis dataset with 1.9M reactions from patents (1976-2016). Task: Predict the reactants needed to synthesize the given product. (1) Given the product [OH:26][CH2:23][C:24]([N:9]1[CH2:8][CH2:7][C@@H:6]2[C@@H:11]([CH2:12][CH2:13][CH:4]([N:3]([CH3:2])[C:14]3[C:15]4[CH:22]=[CH:21][NH:20][C:16]=4[N:17]=[CH:18][N:19]=3)[CH2:5]2)[CH2:10]1)=[O:25], predict the reactants needed to synthesize it. The reactants are: Cl.[CH3:2][N:3]([C:14]1[C:15]2[CH:22]=[CH:21][NH:20][C:16]=2[N:17]=[CH:18][N:19]=1)[CH:4]1[CH2:13][CH2:12][C@@H:11]2[C@@H:6]([CH2:7][CH2:8][NH:9][CH2:10]2)[CH2:5]1.[C:23](O)(=[O:26])[CH2:24][OH:25].C(N(CC)CC)C.Cl.C(N=C=NCCCN(C)C)C. (2) The reactants are: [N:1]([CH2:4][CH:5]1[CH2:9][C:8]2[CH:10]=[CH:11][C:12]([F:21])=[C:13]([C:14]3[CH:19]=[CH:18][CH:17]=[CH:16][C:15]=3[Cl:20])[C:7]=2[O:6]1)=[N+]=[N-].C1(P(C2C=CC=CC=2)C2C=CC=CC=2)C=CC=CC=1. Given the product [F:21][C:12]1[CH:11]=[CH:10][C:8]2[CH2:9][CH:5]([CH2:4][NH2:1])[O:6][C:7]=2[C:13]=1[C:14]1[CH:19]=[CH:18][CH:17]=[CH:16][C:15]=1[Cl:20], predict the reactants needed to synthesize it. (3) Given the product [OH:12][CH2:11][C@@H:7]1[N:3]2[CH2:4][CH2:5][N:6]([C:21]3[C:22]([C:27]#[N:28])=[N:23][CH:24]=[CH:25][N:26]=3)[CH2:1][C@@H:2]2[CH2:10][CH2:9][CH2:8]1, predict the reactants needed to synthesize it. The reactants are: [CH2:1]1[NH:6][CH2:5][CH2:4][N:3]2[C@@H:7]([CH2:11][OH:12])[CH2:8][CH2:9][CH2:10][C@@H:2]12.CCN(CC)CC.Cl[C:21]1[C:22]([C:27]#[N:28])=[N:23][CH:24]=[CH:25][N:26]=1. (4) Given the product [CH3:33][N:30]1[CH2:29][CH2:28][N:27]([CH:25]([CH3:26])[CH2:24][N:12]2[CH2:13][CH2:14][N:15]3[C:23]4[CH:22]=[CH:21][CH:20]=[CH:19][C:18]=4[CH:17]=[C:16]3[CH2:11]2)[CH2:32][CH2:31]1, predict the reactants needed to synthesize it. The reactants are: [Al+3].[Cl-].[Cl-].[Cl-].[H-].[H-].[H-].[H-].[Li+].[Al+3].[CH2:11]1[C:16]2=[CH:17][C:18]3[CH:19]=[CH:20][CH:21]=[CH:22][C:23]=3[N:15]2[CH2:14][CH2:13][N:12]1[C:24](=O)[CH:25]([N:27]1[CH2:32][CH2:31][N:30]([CH3:33])[CH2:29][CH2:28]1)[CH3:26]. (5) Given the product [C:25]([C:23]1[N:24]=[C:20]([N:8]2[C:9]([C:12]3[CH:17]=[CH:16][C:15]([O:18][CH3:19])=[CH:14][CH:13]=3)=[CH:10][CH:11]=[C:7]2[CH2:6][CH2:5][C:4]([OH:28])=[O:3])[S:21][CH:22]=1)(=[O:27])[NH2:26], predict the reactants needed to synthesize it. The reactants are: C([O:3][C:4](=[O:28])[CH2:5][CH2:6][C:7]1[N:8]([C:20]2[S:21][CH:22]=[C:23]([C:25](=[O:27])[NH2:26])[N:24]=2)[C:9]([C:12]2[CH:17]=[CH:16][C:15]([O:18][CH3:19])=[CH:14][CH:13]=2)=[CH:10][CH:11]=1)C.[Li+].[OH-]. (6) Given the product [Br:14][C:11]1[CH:12]=[C:5]([CH:1]2[CH2:2][CH2:3][CH2:4]2)[C:6]([OH:13])=[C:7]([CH:10]=1)[CH:8]=[O:9], predict the reactants needed to synthesize it. The reactants are: [CH:1]1([C:5]2[C:6]([OH:13])=[C:7]([CH:10]=[CH:11][CH:12]=2)[CH:8]=[O:9])[CH2:4][CH2:3][CH2:2]1.[Br:14]N1C(=O)CCC1=O. (7) Given the product [CH3:41][C:2]1[CH:10]=[C:9]([CH2:11][O:12][CH2:13][C:14]2([C:27]3[CH:28]=[CH:29][CH:30]=[CH:31][CH:32]=3)[CH2:19][CH2:18][N:17]([C:20]([O:22][C:23]([CH3:24])([CH3:26])[CH3:25])=[O:21])[CH2:16][CH2:15]2)[C:8]2[C:4](=[CH:5][N:6]([CH2:33][O:34][CH2:35][CH2:36][Si:37]([CH3:40])([CH3:39])[CH3:38])[N:7]=2)[CH:3]=1, predict the reactants needed to synthesize it. The reactants are: Br[C:2]1[CH:10]=[C:9]([CH2:11][O:12][CH2:13][C:14]2([C:27]3[CH:32]=[CH:31][CH:30]=[CH:29][CH:28]=3)[CH2:19][CH2:18][N:17]([C:20]([O:22][C:23]([CH3:26])([CH3:25])[CH3:24])=[O:21])[CH2:16][CH2:15]2)[C:8]2[C:4](=[CH:5][N:6]([CH2:33][O:34][CH2:35][CH2:36][Si:37]([CH3:40])([CH3:39])[CH3:38])[N:7]=2)[CH:3]=1.[CH3:41]B1OB(C)OB(C)O1.C(=O)([O-])[O-].[Na+].[Na+]. (8) Given the product [Cl:29][C:23]1[CH:22]=[C:21]([C:18]2[CH:19]=[CH:20][N:16]([CH2:15][C@@H:14]([NH:13][C:9]([C:6]3[CH:7]=[CH:8][N:4]([CH:3]=[C:2]([CH3:1])[CH3:12])[N:5]=3)=[O:11])[CH3:30])[N:17]=2)[CH:28]=[CH:27][C:24]=1[C:25]#[N:26], predict the reactants needed to synthesize it. The reactants are: [CH3:1][C:2]([CH3:12])=[CH:3][N:4]1[CH:8]=[CH:7][C:6]([C:9]([OH:11])=O)=[N:5]1.[NH2:13][C@@H:14]([CH3:30])[CH2:15][N:16]1[CH:20]=[CH:19][C:18]([C:21]2[CH:28]=[CH:27][C:24]([C:25]#[N:26])=[C:23]([Cl:29])[CH:22]=2)=[N:17]1.